From a dataset of Catalyst prediction with 721,799 reactions and 888 catalyst types from USPTO. Predict which catalyst facilitates the given reaction. (1) Reactant: [Br:1][C:2]1[C:11]([O:12]C)=[C:10]([CH3:14])[CH:9]=[C:8]2[C:3]=1[CH:4]=[CH:5][CH:6]=[N:7]2.B(Br)(Br)Br.CO. Product: [Br:1][C:2]1[C:11]([OH:12])=[C:10]([CH3:14])[CH:9]=[C:8]2[C:3]=1[CH:4]=[CH:5][CH:6]=[N:7]2. The catalyst class is: 2. (2) Reactant: [CH:1]([N:4]1[C:9]2=[N:10][C:11]([NH:14][C:15]3[CH:20]=[CH:19][C:18]([N:21]4[CH:25]=[CH:24][CH:23]=[N:22]4)=[CH:17][CH:16]=3)=[N:12][CH:13]=[C:8]2[CH2:7][NH:6][C:5]1=[O:26])([CH3:3])[CH3:2].FC(F)(F)C(O)=O.CC(C)([O-])C.[K+]. Product: [CH:1]([N:4]1[C:9]2=[N:10][C:11]([NH:14][C:15]3[CH:16]=[CH:17][C:18]([N:21]4[CH:25]=[CH:24][CH:23]=[N:22]4)=[CH:19][CH:20]=3)=[N:12][CH:13]=[C:8]2[CH:7]=[N:6][C:5]1=[O:26])([CH3:3])[CH3:2]. The catalyst class is: 7.